From a dataset of Reaction yield outcomes from USPTO patents with 853,638 reactions. Predict the reaction yield, written as a fraction of the theoretical maximum amount of product (1.0 means a 100% yield; for example, 0.34 means a 34% yield). (1) The reactants are [Cl:1][C:2]1[CH:7]=[CH:6][C:5]([C:8]2([OH:28])[C:16]3[C:11](=[CH:12][CH:13]=[CH:14][CH:15]=3)[C:10](=[O:17])[N:9]2[CH2:18][C:19]2[CH:24]=[CH:23][C:22]([N+:25]([O-:27])=[O:26])=[CH:21][CH:20]=2)=[CH:4][CH:3]=1.[C@@H:29]1([CH2:37]O)[CH2:34][CH2:33][CH2:32][CH2:31][C@@H:30]1[CH2:35][OH:36]. No catalyst specified. The product is [Cl:1][C:2]1[CH:7]=[CH:6][C:5]([C:8]2([O:28][CH2:37][CH:29]3[CH2:34][CH2:33][CH2:32][CH2:31][CH:30]3[CH2:35][OH:36])[C:16]3[C:11](=[CH:12][CH:13]=[CH:14][CH:15]=3)[C:10](=[O:17])[N:9]2[CH2:18][C:19]2[CH:24]=[CH:23][C:22]([N+:25]([O-:27])=[O:26])=[CH:21][CH:20]=2)=[CH:4][CH:3]=1. The yield is 0.640. (2) The reactants are C[O:2][C:3](=[O:20])[CH:4]([N:9]1[C:17]2[C:12](=[CH:13][CH:14]=[CH:15][CH:16]=2)[C:11](=[O:18])[C:10]1=[O:19])[CH2:5][CH:6]([CH3:8])[CH3:7].O.[OH-].[Li+]. The catalyst is O1CCCC1.O. The product is [O:19]=[C:10]1[C:11](=[O:18])[C:12]2[C:17](=[CH:16][CH:15]=[CH:14][CH:13]=2)[N:9]1[CH:4]([CH2:5][CH:6]([CH3:8])[CH3:7])[C:3]([OH:20])=[O:2]. The yield is 0.840. (3) The reactants are [CH3:1][C:2]1[O:6][N:5]=[C:4]([C:7]([NH:9][C@@H:10]2[C:24](=[O:25])[N:23]3[CH2:26][C@H:27]([O:29][C:30]4[N:31]=[C:32]5[C:37](=[C:38]6[C:43]=4[CH:42]=[CH:41][CH:40]=[CH:39]6)[CH:36]=[CH:35][CH:34]=[CH:33]5)[CH2:28][C@H:22]3[C:21](=[O:44])[NH:20][C@:19]3([C:46]([O:48]CC)=[O:47])[CH2:45][C@H:18]3[CH:17]=[CH:16][CH2:15][CH2:14][CH2:13][CH2:12][CH2:11]2)=[O:8])[CH:3]=1.O.O.[OH-].[Li+]. The product is [CH3:1][C:2]1[O:6][N:5]=[C:4]([C:7]([NH:9][C@@H:10]2[C:24](=[O:25])[N:23]3[CH2:26][C@H:27]([O:29][C:30]4[N:31]=[C:32]5[C:37](=[C:38]6[C:43]=4[CH:42]=[CH:41][CH:40]=[CH:39]6)[CH:36]=[CH:35][CH:34]=[CH:33]5)[CH2:28][C@H:22]3[C:21](=[O:44])[NH:20][C@:19]3([C:46]([OH:48])=[O:47])[CH2:45][C@H:18]3[CH:17]=[CH:16][CH2:15][CH2:14][CH2:13][CH2:12][CH2:11]2)=[O:8])[CH:3]=1. The yield is 0.940. The catalyst is O1CCCC1.C(O)C. (4) The reactants are [C:1]([C:3]1[CH:4]=[CH:5][C:6]([C:9](=O)[CH2:10][C:11](=O)[C:12]([O:14][CH2:15][CH3:16])=[O:13])=[N:7][CH:8]=1)#[N:2].[NH:19]([C:21]1[CH:22]=[CH:23][C:24]([O:27][CH3:28])=[N:25][CH:26]=1)[NH2:20]. The catalyst is C(O)C. The product is [C:1]([C:3]1[CH:4]=[CH:5][C:6]([C:9]2[N:19]([C:21]3[CH:26]=[N:25][C:24]([O:27][CH3:28])=[CH:23][CH:22]=3)[N:20]=[C:11]([C:12]([O:14][CH2:15][CH3:16])=[O:13])[CH:10]=2)=[N:7][CH:8]=1)#[N:2]. The yield is 0.430. (5) The reactants are S(Cl)(Cl)=O.[CH3:5][O:6][C:7]1[CH:8]=[C:9]2[C:14](=[CH:15][CH:16]=1)[CH:13]=[C:12]([C:17]1[CH:22]=[C:21]([C:23]([OH:25])=[O:24])[CH:20]=[CH:19][N:18]=1)[CH:11]=[CH:10]2.[CH3:26]O. No catalyst specified. The product is [CH3:5][O:6][C:7]1[CH:8]=[C:9]2[C:14](=[CH:15][CH:16]=1)[CH:13]=[C:12]([C:17]1[CH:22]=[C:21]([C:23]([O:25][CH3:26])=[O:24])[CH:20]=[CH:19][N:18]=1)[CH:11]=[CH:10]2. The yield is 0.520. (6) The reactants are [N+:1]([C:4]1[CH:5]=[C:6](O)[CH:7]=[CH:8][CH:9]=1)([O-:3])=[O:2].ClC[C:13]1[O:17][C:16]([C:18]([O:20][CH3:21])=[O:19])=[CH:15][CH:14]=1.[C:22]([O-])([O-])=[O:23].[K+].[K+]. The catalyst is CC(C)=O.O. The product is [N+:1]([C:4]1[CH:5]=[CH:6][C:7]([O:23][CH2:22][C:14]2[CH:15]=[C:16]([C:18]([O:20][CH3:21])=[O:19])[O:17][CH:13]=2)=[CH:8][CH:9]=1)([O-:3])=[O:2]. The yield is 0.900.